Predict the product of the given reaction. From a dataset of Forward reaction prediction with 1.9M reactions from USPTO patents (1976-2016). (1) The product is: [Cl:1][C:2]1[C:3]([C:16]2[CH:17]=[N:18][N:19]3[CH:24]=[CH:23][CH:22]=[CH:21][C:20]=23)=[N:4][C:5]([NH:8][C@@H:9]2[CH2:14][CH2:13][CH2:12][C@H:11]([NH:15][C:38]([C:37]3[CH:36]=[CH:35][C:34]([NH:33][C:31](=[O:32])[O:30][C:26]([CH3:28])([CH3:27])[CH3:29])=[CH:42][CH:41]=3)=[O:39])[CH2:10]2)=[N:6][CH:7]=1. Given the reactants [Cl:1][C:2]1[C:3]([C:16]2[CH:17]=[N:18][N:19]3[CH:24]=[CH:23][CH:22]=[CH:21][C:20]=23)=[N:4][C:5]([NH:8][C@@H:9]2[CH2:14][CH2:13][CH2:12][C@H:11]([NH2:15])[CH2:10]2)=[N:6][CH:7]=1.Cl.[C:26]([O:30][C:31]([NH:33][C:34]1[CH:42]=[CH:41][C:37]([C:38](O)=[O:39])=[CH:36][CH:35]=1)=[O:32])([CH3:29])([CH3:28])[CH3:27].CCN(C(C)C)C(C)C.CN(C(ON1N=NC2C=CC=CC1=2)=[N+](C)C)C.F[P-](F)(F)(F)(F)F, predict the reaction product. (2) Given the reactants [CH:1]1([NH2:11])[C:10]2[C:5](=[CH:6][CH:7]=[CH:8][CH:9]=2)[CH2:4][CH2:3][CH2:2]1.[C:12](Cl)(Cl)=[O:13].Cl.[CH3:17][N:18]1[CH2:23][CH2:22][N:21]([C:24]2[CH:29]=[C:28]([C:30]3[CH:39]=[C:38]4[C:33]([CH2:34][CH2:35][NH:36][CH2:37]4)=[CH:32][CH:31]=3)[N:27]=[C:26]([NH2:40])[N:25]=2)[CH2:20][CH2:19]1, predict the reaction product. The product is: [NH2:40][C:26]1[N:27]=[C:28]([C:30]2[CH:39]=[C:38]3[C:33]([CH2:34][CH2:35][N:36]([C:12]([NH:11][CH:1]4[C:10]5[C:5](=[CH:6][CH:7]=[CH:8][CH:9]=5)[CH2:4][CH2:3][CH2:2]4)=[O:13])[CH2:37]3)=[CH:32][CH:31]=2)[CH:29]=[C:24]([N:21]2[CH2:20][CH2:19][N:18]([CH3:17])[CH2:23][CH2:22]2)[N:25]=1. (3) Given the reactants [CH3:1][O:2][C:3](=[O:18])[CH:4]=[C:5]1[CH2:8][CH:7]([CH2:9][O:10][CH2:11][C:12]2[CH:17]=[CH:16][CH:15]=[CH:14][CH:13]=2)[CH2:6]1.[BH4-].[Na+], predict the reaction product. The product is: [CH3:1][O:2][C:3](=[O:18])[CH2:4][CH:5]1[CH2:6][CH:7]([CH2:9][O:10][CH2:11][C:12]2[CH:13]=[CH:14][CH:15]=[CH:16][CH:17]=2)[CH2:8]1. (4) Given the reactants [Br:1][C:2]1[CH:3]=[CH:4][C:5]([F:19])=[C:6]([C:8]2[NH:12][C:11]3[CH:13]=[CH:14][C:15]([O:17][CH3:18])=[CH:16][C:10]=3[N:9]=2)[CH:7]=1.[CH3:20][C:21]([O:24][C:25](O[C:25]([O:24][C:21]([CH3:23])([CH3:22])[CH3:20])=[O:26])=[O:26])([CH3:23])[CH3:22], predict the reaction product. The product is: [C:21]([O:24][C:25]([N:12]1[C:11]2[CH:13]=[CH:14][C:15]([O:17][CH3:18])=[CH:16][C:10]=2[N:9]=[C:8]1[C:6]1[CH:7]=[C:2]([Br:1])[CH:3]=[CH:4][C:5]=1[F:19])=[O:26])([CH3:23])([CH3:22])[CH3:20]. (5) Given the reactants [NH2:1][CH:2]=[C:3]([C:9]1[N:10]([CH2:18][C:19]2[CH:24]=[CH:23][C:22]([O:25][CH3:26])=[CH:21][CH:20]=2)[CH:11]=[CH:12][C:13]=1[C:14]([O:16]C)=O)[C:4]([O:6][CH2:7][CH3:8])=[O:5].CC(C)([O-])C.[Na+].CN(C)C=O.O, predict the reaction product. The product is: [CH3:26][O:25][C:22]1[CH:21]=[CH:20][C:19]([CH2:18][N:10]2[C:9]3[C:3]([C:4]([O:6][CH2:7][CH3:8])=[O:5])=[CH:2][NH:1][C:14](=[O:16])[C:13]=3[CH:12]=[CH:11]2)=[CH:24][CH:23]=1. (6) Given the reactants ClC1C(OC)=C(C2(CC(C(F)(F)F)(O)C=[N:14][C:15]3[CH:24]=[C:23]([F:25])[C:22]([F:26])=[C:21]4[C:16]=3[CH:17]=[N:18][C:19]([CH3:27])=[N:20]4)CC2)C=CC=1.B(Br)(Br)Br, predict the reaction product. The product is: [NH2:14][C:15]1[CH:24]=[C:23]([F:25])[C:22]([F:26])=[C:21]2[C:16]=1[CH:17]=[N:18][C:19]([CH3:27])=[N:20]2.